Dataset: Full USPTO retrosynthesis dataset with 1.9M reactions from patents (1976-2016). Task: Predict the reactants needed to synthesize the given product. (1) Given the product [Br:14][CH2:12][C:10]1[C:9]([F:13])=[CH:8][C:3]([C:4]([O:6][CH3:7])=[O:5])=[C:2]([F:1])[CH:11]=1, predict the reactants needed to synthesize it. The reactants are: [F:1][C:2]1[CH:11]=[C:10]([CH3:12])[C:9]([F:13])=[CH:8][C:3]=1[C:4]([O:6][CH3:7])=[O:5].[Br:14]N1C(=O)CCC1=O. (2) Given the product [Cl:25][C:18]1[CH:19]=[C:20]([CH2:23][OH:24])[CH:21]=[N:22][C:17]=1[N:14]1[CH2:15][CH2:16][N:11]([C:9]2[NH:8][C:7]3[C:2]([C:34]4[CH:33]=[C:32]([F:31])[C:37]([F:38])=[C:36]([F:39])[CH:35]=4)=[CH:3][C:4]([C:27]([F:28])([F:30])[F:29])=[CH:5][C:6]=3[N:10]=2)[C@H:12]([CH3:26])[CH2:13]1, predict the reactants needed to synthesize it. The reactants are: Br[C:2]1[C:7]2[NH:8][C:9]([N:11]3[CH2:16][CH2:15][N:14]([C:17]4[N:22]=[CH:21][C:20]([CH2:23][OH:24])=[CH:19][C:18]=4[Cl:25])[CH2:13][C@H:12]3[CH3:26])=[N:10][C:6]=2[CH:5]=[C:4]([C:27]([F:30])([F:29])[F:28])[CH:3]=1.[F:31][C:32]1[C:37]([F:38])=[C:36]([F:39])[C:35](B(O)O)=[CH:34][CH:33]=1.